Dataset: Forward reaction prediction with 1.9M reactions from USPTO patents (1976-2016). Task: Predict the product of the given reaction. (1) The product is: [F:17][CH:18]([C:28]1[CH:33]=[CH:32][C:31]([C:34]2[CH:39]=[C:38]([O:40][CH3:41])[CH:37]=[CH:36][C:35]=2[F:42])=[C:30]([CH2:43][C:44]([CH3:47])([CH3:46])[CH3:45])[N:29]=1)[CH2:19][C:20]1[CH:21]=[C:22]([CH:23]=[CH:11][C:12]([O:14][CH2:15][CH3:16])=[O:13])[CH:25]=[CH:26][CH:27]=1. Given the reactants [H-].[Na+].C(OP([CH2:11][C:12]([O:14][CH2:15][CH3:16])=[O:13])(OCC)=O)C.[F:17][CH:18]([C:28]1[CH:33]=[CH:32][C:31]([C:34]2[CH:39]=[C:38]([O:40][CH3:41])[CH:37]=[CH:36][C:35]=2[F:42])=[C:30]([CH2:43][C:44]([CH3:47])([CH3:46])[CH3:45])[N:29]=1)[CH2:19][C:20]1[CH:21]=[C:22]([CH:25]=[CH:26][CH:27]=1)[CH:23]=O.O, predict the reaction product. (2) The product is: [Br:38][C:39]1[N:43]2[CH2:44][CH2:45][N:46]([C:48]([O:50][C:51]([CH3:52])([CH3:54])[CH3:53])=[O:49])[CH2:47][C:42]2=[C:41]([C:55](=[O:56])[NH:32][C@@H:31]([C:33]([CH3:36])([CH3:35])[CH3:34])[C:30]([NH:29][CH3:28])=[O:37])[N:40]=1. Given the reactants CC(C)(C)[C@H](NC(C1N=C(C2C=CC=CC=2)N2CCNCC=12)=O)C(NC)=O.[CH3:28][NH:29][C:30](=[O:37])[C@H:31]([C:33]([CH3:36])([CH3:35])[CH3:34])[NH2:32].[Br:38][C:39]1[N:43]2[CH2:44][CH2:45][N:46]([C:48]([O:50][C:51]([CH3:54])([CH3:53])[CH3:52])=[O:49])[CH2:47][C:42]2=[C:41]([C:55](O)=[O:56])[N:40]=1, predict the reaction product. (3) Given the reactants [Cl:1][C:2]1[CH:3]=[CH:4][C:5]([C:39]#[N:40])=[C:6]([C:8]2[C:13]([O:14][CH2:15][C:16]([F:19])([F:18])[F:17])=[CH:12][N:11]([CH:20]([CH3:37])[C:21]([NH:23][C:24]3[CH:36]=[CH:35][C:27]([C:28]([O:30]C(C)(C)C)=[O:29])=[CH:26][CH:25]=3)=[O:22])[C:10](=[O:38])[CH:9]=2)[CH:7]=1.C(O)(C(F)(F)F)=O, predict the reaction product. The product is: [Cl:1][C:2]1[CH:3]=[CH:4][C:5]([C:39]#[N:40])=[C:6]([C:8]2[C:13]([O:14][CH2:15][C:16]([F:19])([F:18])[F:17])=[CH:12][N:11]([CH:20]([CH3:37])[C:21]([NH:23][C:24]3[CH:25]=[CH:26][C:27]([C:28]([OH:30])=[O:29])=[CH:35][CH:36]=3)=[O:22])[C:10](=[O:38])[CH:9]=2)[CH:7]=1. (4) Given the reactants [Cl:1][C:2]1[CH:3]=[C:4](B(O)O)[CH:5]=[CH:6][CH:7]=1.[Cl:11][C:12]1[CH:17]=[C:16](Cl)[N:15]=[C:14]([NH2:19])[N:13]=1, predict the reaction product. The product is: [Cl:11][C:12]1[CH:17]=[C:16]([C:4]2[CH:5]=[CH:6][CH:7]=[C:2]([Cl:1])[CH:3]=2)[N:15]=[C:14]([NH2:19])[N:13]=1. (5) Given the reactants C1(N=C=NC2CCCCC2)CCCCC1.[CH2:16]([O:18][C:19]1[CH:24]=[CH:23][C:22]([S:25]([N:28]2[CH2:33][CH2:32][N:31]([CH2:34][C:35]([OH:37])=[O:36])[CH2:30][CH2:29]2)(=[O:27])=[O:26])=[CH:21][C:20]=1[C:38]1[NH:39][C:40](=[O:51])[C:41]2[N:46]([CH3:47])[N:45]=[C:44]([CH2:48][CH2:49][CH3:50])[C:42]=2[N:43]=1)[CH3:17].O[CH2:53][CH2:54][S:55][S:56]([CH3:59])(=[O:58])=[O:57], predict the reaction product. The product is: [CH3:59][S:56]([S:55][CH2:54][CH2:53][O:36][C:35](=[O:37])[CH2:34][N:31]1[CH2:30][CH2:29][N:28]([S:25]([C:22]2[CH:23]=[CH:24][C:19]([O:18][CH2:16][CH3:17])=[C:20]([C:38]3[NH:39][C:40](=[O:51])[C:41]4[N:46]([CH3:47])[N:45]=[C:44]([CH2:48][CH2:49][CH3:50])[C:42]=4[N:43]=3)[CH:21]=2)(=[O:26])=[O:27])[CH2:33][CH2:32]1)(=[O:58])=[O:57]. (6) Given the reactants [Br:1][C:2]1[CH:3]=[CH:4][C:5]([OH:10])=[C:6]([CH:9]=1)[CH:7]=O.[NH2:11][CH2:12][CH2:13][OH:14].[BH4-].[Na+].[C:25](O[C:25]([O:27][C:28]([CH3:31])(C)C)=[O:26])([O:27][C:28](C)(C)[CH3:31])=[O:26].[CH2:32]1COC[CH2:33]1.CO, predict the reaction product. The product is: [CH2:28]([O:27][C:25](=[O:26])[N:11]([CH2:7][C:6]1[CH:9]=[C:2]([Br:1])[CH:3]=[CH:4][C:5]=1[OH:10])[CH2:12][CH2:13][OH:14])[CH2:31][CH2:32][CH3:33].